From a dataset of Peptide-MHC class II binding affinity with 134,281 pairs from IEDB. Regression. Given a peptide amino acid sequence and an MHC pseudo amino acid sequence, predict their binding affinity value. This is MHC class II binding data. (1) The peptide sequence is RRIFGVFKNPCTSHG. The MHC is DRB3_0101 with pseudo-sequence DRB3_0101. The binding affinity (normalized) is 0.238. (2) The peptide sequence is LVKFVAGDGDVVAVD. The MHC is DRB1_1602 with pseudo-sequence DRB1_1602. The binding affinity (normalized) is 0.366. (3) The peptide sequence is NLALSIKYNKEGDSM. The MHC is HLA-DQA10201-DQB10202 with pseudo-sequence HLA-DQA10201-DQB10202. The binding affinity (normalized) is 0.292. (4) The peptide sequence is EFQVVNPHLLRVLTE. The MHC is DRB1_0401 with pseudo-sequence DRB1_0401. The binding affinity (normalized) is 0.271. (5) The MHC is DRB1_0901 with pseudo-sequence DRB1_0901. The binding affinity (normalized) is 0.415. The peptide sequence is TPESATPFPHRKGVL. (6) The MHC is DRB1_0101 with pseudo-sequence DRB1_0101. The binding affinity (normalized) is 0.195. The peptide sequence is ALAQQRYWQIGSMYQGL. (7) The peptide sequence is LAEGIVLASAALGPL. The MHC is DRB3_0202 with pseudo-sequence DRB3_0202. The binding affinity (normalized) is 0.542. (8) The peptide sequence is YKRGSGKDSHHPARTA. The MHC is HLA-DPA10201-DPB10501 with pseudo-sequence HLA-DPA10201-DPB10501. The binding affinity (normalized) is 0.0813. (9) The peptide sequence is TPAAPAGAEPAGKAT. The binding affinity (normalized) is 0. The MHC is DRB1_0701 with pseudo-sequence DRB1_0701. (10) The peptide sequence is ALTALIRDPPADSTG. The MHC is HLA-DQA10101-DQB10501 with pseudo-sequence HLA-DQA10101-DQB10501. The binding affinity (normalized) is 0.297.